Dataset: Full USPTO retrosynthesis dataset with 1.9M reactions from patents (1976-2016). Task: Predict the reactants needed to synthesize the given product. (1) Given the product [NH2:1][C:2]1[N:7]=[C:6]([NH:8][C@H:9]([C:11]2[N:16]=[C:15]3[CH:17]=[CH:18][N:19]([CH3:20])[C:14]3=[CH:13][C:12]=2[N:21]2[CH2:25][CH2:24][C@@H:23]([NH2:26])[CH2:22]2)[CH3:10])[C:5]([C:37]#[N:38])=[C:4]([CH3:39])[N:3]=1, predict the reactants needed to synthesize it. The reactants are: [NH2:1][C:2]1[N:7]=[C:6]([NH:8][C@H:9]([C:11]2[N:16]=[C:15]3[CH:17]=[CH:18][N:19]([CH3:20])[C:14]3=[CH:13][C:12]=2[N:21]2[CH2:25][CH2:24][CH:23]([N:26]3C(=O)C4C(=CC=CC=4)C3=O)[CH2:22]2)[CH3:10])[C:5]([C:37]#[N:38])=[C:4]([CH3:39])[N:3]=1.O.NN. (2) Given the product [CH3:13][C@H:14]1[N:19]([C:2]2[N:6]([CH3:7])[N:5]=[CH:4][C:3]=2[N+:8]([O-:10])=[O:9])[CH2:18][CH2:17][N:16]([C:20]([O:22][C:23]([CH3:24])([CH3:26])[CH3:25])=[O:21])[CH2:15]1, predict the reactants needed to synthesize it. The reactants are: Cl[C:2]1[N:6]([CH3:7])[N:5]=[CH:4][C:3]=1[N+:8]([O-:10])=[O:9].[F-].[K+].[CH3:13][C@H:14]1[NH:19][CH2:18][CH2:17][N:16]([C:20]([O:22][C:23]([CH3:26])([CH3:25])[CH3:24])=[O:21])[CH2:15]1. (3) Given the product [C:1]1([S:7]([N:10]2[C:14]3[CH:15]=[N:16][C:17]([C:20]#[N:21])=[C:18]([O:19][S:37]([C:36]([F:57])([F:58])[C:35]([F:59])([F:60])[C:34]([F:61])([F:62])[C:33]([F:64])([F:63])[F:32])(=[O:39])=[O:38])[C:13]=3[C:12]3[CH:22]=[CH:23][CH:24]=[N:25][C:11]2=3)(=[O:8])=[O:9])[CH:2]=[CH:3][CH:4]=[CH:5][CH:6]=1, predict the reactants needed to synthesize it. The reactants are: [C:1]1([S:7]([N:10]2[C:14]3[CH:15]=[N:16][C:17]([C:20]#[N:21])=[C:18]([OH:19])[C:13]=3[C:12]3[CH:22]=[CH:23][CH:24]=[N:25][C:11]2=3)(=[O:9])=[O:8])[CH:6]=[CH:5][CH:4]=[CH:3][CH:2]=1.N1C=CC=CC=1.[F:32][C:33]([F:64])([F:63])[C:34]([F:62])([F:61])[C:35]([F:60])([F:59])[C:36]([F:58])([F:57])[S:37](O[S:37]([C:36]([F:58])([F:57])[C:35]([F:59])([F:60])[C:34]([F:61])([F:62])[C:33]([F:32])([F:63])[F:64])(=[O:38])=[O:39])(=[O:39])=[O:38].Cl. (4) Given the product [CH2:40]([O:42][P:43]([CH2:48][C:49]1[CH:54]=[CH:53][C:52]([NH:55][C:29]2[N:34]=[C:33]([Cl:35])[C:32]([C:36]([F:39])([F:38])[F:37])=[CH:31][N:30]=2)=[C:51]([O:56][CH3:57])[N:50]=1)(=[O:47])[O:44][CH2:45][CH3:46])[CH3:41], predict the reactants needed to synthesize it. The reactants are: ClC1C(C(F)(F)F)=CN=C(NC2C=CC(CP(=O)(OCC)OCC)=CC=2)N=1.Cl[C:29]1[N:34]=[C:33]([Cl:35])[C:32]([C:36]([F:39])([F:38])[F:37])=[CH:31][N:30]=1.[CH2:40]([O:42][P:43]([CH2:48][C:49]1[CH:54]=[CH:53][C:52]([NH2:55])=[C:51]([O:56][CH3:57])[N:50]=1)(=[O:47])[O:44][CH2:45][CH3:46])[CH3:41]. (5) The reactants are: C(OC(=O)COC1C=CC(SCC2C=C(C3C=CC(C(F)(F)F)=CC=3)OC=2)=CC=1C)C.[CH2:32]([O:34][C:35](=[O:46])[CH2:36][O:37][C:38]1[CH:43]=[CH:42][C:41]([OH:44])=[CH:40][C:39]=1[CH3:45])[CH3:33].[F:47][C:48]1[C:53]([F:54])=[C:52]([C:55]([F:58])([F:57])[F:56])[CH:51]=[CH:50][C:49]=1[C:59]1[S:63][C:62]([CH2:64]O)=[C:61]([CH3:66])[CH:60]=1. Given the product [CH2:32]([O:34][C:35](=[O:46])[CH2:36][O:37][C:38]1[CH:43]=[CH:42][C:41]([O:44][CH2:64][C:62]2[S:63][C:59]([C:49]3[CH:50]=[CH:51][C:52]([C:55]([F:56])([F:57])[F:58])=[C:53]([F:54])[C:48]=3[F:47])=[CH:60][C:61]=2[CH3:66])=[CH:40][C:39]=1[CH3:45])[CH3:33], predict the reactants needed to synthesize it. (6) Given the product [C:1]([O:5][C:6](=[O:21])[NH:7][CH2:8][CH2:9][NH:10][C:11](=[O:20])[C:12]1[CH:17]=[CH:16][C:15]([CH2:18][N:22]=[N+:23]=[N-:24])=[N:14][CH:13]=1)([CH3:4])([CH3:3])[CH3:2], predict the reactants needed to synthesize it. The reactants are: [C:1]([O:5][C:6](=[O:21])[NH:7][CH2:8][CH2:9][NH:10][C:11](=[O:20])[C:12]1[CH:17]=[CH:16][C:15]([CH2:18]O)=[N:14][CH:13]=1)([CH3:4])([CH3:3])[CH3:2].[N-:22]=[N+:23]=[N-:24].[Na+].C1(P(C2C=CC=CC=2)C2C=CC=CC=2)C=CC=CC=1.C(Br)(Br)(Br)Br.C([O-])([O-])=O.[Na+].[Na+].